From a dataset of Full USPTO retrosynthesis dataset with 1.9M reactions from patents (1976-2016). Predict the reactants needed to synthesize the given product. (1) Given the product [C:1]([O:5][C:6]([N:8]1[CH2:13][CH2:12][CH:11]([C:14](=[NH:15])[NH2:17])[CH2:10][CH2:9]1)=[O:7])([CH3:4])([CH3:2])[CH3:3], predict the reactants needed to synthesize it. The reactants are: [C:1]([O:5][C:6]([N:8]1[CH2:13][CH2:12][CH:11]([C:14](=[NH:17])[NH:15]O)[CH2:10][CH2:9]1)=[O:7])([CH3:4])([CH3:3])[CH3:2].C(O)(=O)C.[H][H]. (2) Given the product [Br:1][C:2]1[CH:7]=[CH:6][C:5]([CH:8]2[NH:9][C:10](=[O:11])[N:21]([C:22]3[CH:27]=[CH:26][CH:25]=[C:24]([C:28]([F:29])([F:31])[F:30])[CH:23]=3)[C:16]3[CH2:15][C:14]([CH3:32])([CH3:13])[NH:19][C:18](=[O:20])[C:17]2=3)=[CH:4][CH:3]=1, predict the reactants needed to synthesize it. The reactants are: [Br:1][C:2]1[CH:7]=[CH:6][C:5]([CH:8](Cl)[N:9]=[C:10]=[O:11])=[CH:4][CH:3]=1.[CH3:13][C:14]1([CH3:32])[NH:19][C:18](=[O:20])[CH:17]=[C:16]([NH:21][C:22]2[CH:27]=[CH:26][CH:25]=[C:24]([C:28]([F:31])([F:30])[F:29])[CH:23]=2)[CH2:15]1. (3) Given the product [OH:15][CH2:14][C:12]1[CH:11]=[CH:10][C:9]([CH3:22])=[C:8]([N:7]([CH3:23])[C:5](=[O:6])[CH2:4][CH2:3][O:2][CH3:1])[CH:13]=1, predict the reactants needed to synthesize it. The reactants are: [CH3:1][O:2][CH2:3][CH2:4][C:5]([N:7]([CH3:23])[C:8]1[CH:13]=[C:12]([CH2:14][O:15]C2CCCCO2)[CH:11]=[CH:10][C:9]=1[CH3:22])=[O:6].C1(C)C=CC(S([O-])(=O)=O)=CC=1.[NH+]1C=CC=CC=1. (4) Given the product [NH:1]1[C:20](=[O:21])[C@H:7]([CH2:8][CH2:9][C:10](=[O:11])[OH:19])[NH:6][C:4](=[O:5])[C@@H:2]1[CH3:3], predict the reactants needed to synthesize it. The reactants are: [NH:1]1[C:20](=[O:21])[C@H:7]([CH2:8][CH2:9][C:10](=[O:19])[O:11]CC2C=CC=CC=2)[NH:6][C:4](=[O:5])[C@@H:2]1[CH3:3].